Dataset: Catalyst prediction with 721,799 reactions and 888 catalyst types from USPTO. Task: Predict which catalyst facilitates the given reaction. (1) Reactant: [CH3:1][O:2][C:3](=[O:13])[CH:4]=[CH:5][C:6]1[CH:11]=[CH:10][CH:9]=[C:8]([NH2:12])[CH:7]=1. Product: [CH3:1][O:2][C:3](=[O:13])[CH2:4][CH2:5][C:6]1[CH:11]=[CH:10][CH:9]=[C:8]([NH2:12])[CH:7]=1. The catalyst class is: 29. (2) Reactant: [CH3:1][O:2][C:3]1[CH:4]=[C:5]2[C:10](=[CH:11][CH:12]=1)[C:9](=[O:13])[N:8]([C:14]1[CH:15]=[C:16]([CH:19]=[CH:20][CH:21]=1)[C:17]#[N:18])[CH:7]=[CH:6]2.[Br:22]N1C(=O)CCC1=O. Product: [Br:22][C:6]1[C:5]2[C:10](=[CH:11][CH:12]=[C:3]([O:2][CH3:1])[CH:4]=2)[C:9](=[O:13])[N:8]([C:14]2[CH:15]=[C:16]([CH:19]=[CH:20][CH:21]=2)[C:17]#[N:18])[CH:7]=1. The catalyst class is: 1. (3) Reactant: [CH2:1]([N:8]1[CH:16]([OH:17])[C:15]2[C:10](=[CH:11][CH:12]=[CH:13][CH:14]=2)[C:9]1=O)[C:2]1[CH:7]=[CH:6][CH:5]=[CH:4][CH:3]=1.S(Cl)(Cl)=O.[OH-].[NH4+:24].Cl. Product: [NH2:24][CH:9]1[C:10]2[C:15](=[CH:14][CH:13]=[CH:12][CH:11]=2)[C:16](=[O:17])[N:8]1[CH2:1][C:2]1[CH:7]=[CH:6][CH:5]=[CH:4][CH:3]=1. The catalyst class is: 4. (4) Reactant: [F:1][C:2]1[CH:3]=[C:4]([C:8]2[N:12]3[N:13]=[C:14]([NH:17][C@H:18]4[CH2:23][CH2:22][C@H:21]([NH2:24])[CH2:20][CH2:19]4)[CH:15]=[CH:16][C:11]3=[N:10][CH:9]=2)[CH:5]=[CH:6][CH:7]=1.CCN(C(C)C)C(C)C.[CH3:34][S:35](Cl)(=[O:37])=[O:36]. Product: [F:1][C:2]1[CH:3]=[C:4]([C:8]2[N:12]3[N:13]=[C:14]([NH:17][C@H:18]4[CH2:23][CH2:22][C@H:21]([NH:24][S:35]([CH3:34])(=[O:37])=[O:36])[CH2:20][CH2:19]4)[CH:15]=[CH:16][C:11]3=[N:10][CH:9]=2)[CH:5]=[CH:6][CH:7]=1. The catalyst class is: 16. (5) Product: [NH:34]1[C:35]2[C:30](=[CH:29][CH:28]=[CH:27][CH:36]=2)[CH:31]=[CH:32][C:33]1=[O:37]. Reactant: [H-].[Na+].CS(OCCCN1CCN(C2C=CC=CC=2OC)CC1)(=O)=O.OC[C:27]1[CH:36]=[C:35]2[C:30]([CH2:31][CH2:32][C:33](=[O:37])[NH:34]2)=[CH:29][CH:28]=1. The catalyst class is: 1. (6) The catalyst class is: 7. Product: [Cl:27][C:21]1[CH:22]=[C:23]([F:26])[CH:24]=[CH:25][C:20]=1[CH2:19][C:9]1[C:10]([CH2:17][CH3:18])=[N:11][C:12]2[C:7]([C:8]=1[O:28][CH:29]([F:30])[F:31])=[C:6]([O:5][CH2:4][C:3]([OH:32])=[O:2])[CH:15]=[CH:14][C:13]=2[F:16]. Reactant: C[O:2][C:3](=[O:32])[CH2:4][O:5][C:6]1[CH:15]=[CH:14][C:13]([F:16])=[C:12]2[C:7]=1[C:8]([O:28][CH:29]([F:31])[F:30])=[C:9]([CH2:19][C:20]1[CH:25]=[CH:24][C:23]([F:26])=[CH:22][C:21]=1[Cl:27])[C:10]([CH2:17][CH3:18])=[N:11]2.[OH-].[Li+]. (7) The catalyst class is: 73. Product: [OH:27][CH2:28][C:29]1[CH:34]=[CH:33][C:32]([C:2]2[N:7]=[N:6][C:5]([N:8]3[CH2:13][CH2:12][N:11]([C:14]([N:16]4[CH2:21][CH2:20][CH2:19][CH2:18][CH2:17]4)=[O:15])[C@@H:10]([CH3:22])[CH2:9]3)=[C:4]3[CH:23]=[N:24][CH:25]=[CH:26][C:3]=23)=[CH:31][CH:30]=1. Reactant: Cl[C:2]1[N:7]=[N:6][C:5]([N:8]2[CH2:13][CH2:12][N:11]([C:14]([N:16]3[CH2:21][CH2:20][CH2:19][CH2:18][CH2:17]3)=[O:15])[C@@H:10]([CH3:22])[CH2:9]2)=[C:4]2[CH:23]=[N:24][CH:25]=[CH:26][C:3]=12.[OH:27][CH2:28][C:29]1[CH:34]=[CH:33][C:32](B(O)O)=[CH:31][CH:30]=1.C(=O)([O-])[O-].[Na+].[Na+]. (8) Reactant: Cl[C:2]1[CH:3]=[C:4]([NH:9][C:10]2[CH:14]=[CH:13][N:12]([CH3:15])[N:11]=2)[C:5](=[O:8])[NH:6][N:7]=1.[C:16]([C:20]1[S:21][C:22]2[C:27](=[O:28])[N:26]([C:29]3[CH:34]=[CH:33][CH:32]=[C:31](B4OC(C)(C)C(C)(C)O4)[C:30]=3[CH3:44])[CH2:25][C:23]=2[N:24]=1)([CH3:19])([CH3:18])[CH3:17].P([O-])([O-])([O-])=O.[K+].[K+].[K+].O.COC1C=CC=C(OC)C=1C1C=CC=CC=1P(C1CCCCC1)C1CCCCC1. Product: [C:16]([C:20]1[S:21][C:22]2[C:27](=[O:28])[N:26]([C:29]3[CH:34]=[CH:33][CH:32]=[C:31]([C:2]4[CH:3]=[C:4]([NH:9][C:10]5[CH:14]=[CH:13][N:12]([CH3:15])[N:11]=5)[C:5](=[O:8])[NH:6][N:7]=4)[C:30]=3[CH3:44])[CH2:25][C:23]=2[N:24]=1)([CH3:19])([CH3:18])[CH3:17]. The catalyst class is: 102.